This data is from Forward reaction prediction with 1.9M reactions from USPTO patents (1976-2016). The task is: Predict the product of the given reaction. (1) The product is: [CH2:9]([O:8][C:4]1[CH:3]=[C:2]([Br:1])[CH:7]=[CH:6][N:5]=1)[C:10]1[CH:15]=[CH:14][CH:13]=[CH:12][CH:11]=1. Given the reactants [Br:1][C:2]1[CH:7]=[CH:6][NH:5][C:4](=[O:8])[CH:3]=1.[CH2:9](Br)[C:10]1[CH:15]=[CH:14][CH:13]=[CH:12][CH:11]=1, predict the reaction product. (2) Given the reactants C[O:2][C:3](=[O:17])[CH2:4][NH:5][C:6]([C:8]1[CH:9]=[CH:10][C:11]2[C:12]([CH:16]=1)=[N:13][O:14][N:15]=2)=[O:7].[OH-].[K+].Cl, predict the reaction product. The product is: [N:15]1[O:14][N:13]=[C:12]2[CH:16]=[C:8]([C:6]([NH:5][CH2:4][C:3]([OH:17])=[O:2])=[O:7])[CH:9]=[CH:10][C:11]=12. (3) Given the reactants [NH2:1][C:2]1[CH:3]=[N:4][C:5]2[C:10]([C:11]=1[OH:12])=[N:9][CH:8]=[CH:7][CH:6]=2.[NH2:13][C:14]1[CH:15]=[N:16][C:17]2[C:22]([C:23]=1[OH:24])=[CH:21][CH:20]=[CH:19][CH:18]=2, predict the reaction product. The product is: [OH:12][C:11]1[C:10]2[C:5](=[CH:6][CH:7]=[CH:8][N:9]=2)[N:4]=[CH:3][C:2]=1[NH-:1].[OH:24][C:23]1[C:22]2[C:17](=[CH:18][CH:19]=[CH:20][CH:21]=2)[N:16]=[CH:15][C:14]=1[NH-:13]. (4) Given the reactants [O:1]1C[CH2:4][O:3][CH:2]1[CH2:6][CH2:7][C:8]([C:10]1[CH:17]=[CH:16][C:13]([C:14]#[N:15])=[C:12]([F:18])[CH:11]=1)=[O:9].Cl.[CH3:20]O, predict the reaction product. The product is: [CH3:20][O:9][C:8]1([C:10]2[CH:17]=[CH:16][C:13]([C:14]#[N:15])=[C:12]([F:18])[CH:11]=2)[CH2:7][CH2:6][CH:2]([O:3][CH3:4])[O:1]1. (5) Given the reactants [CH3:1][O:2][P:3]([CH2:7][CH2:8][C@@H:9]([OH:23])[CH2:10][C@@H:11]([OH:22])[CH2:12][NH:13][O:14][CH2:15][C:16]1[CH:21]=[CH:20][CH:19]=[CH:18][CH:17]=1)(=[O:6])[O:4][CH3:5].FC(F)(F)[CH2:26][O:27]C=O, predict the reaction product. The product is: [CH3:1][O:2][P:3]([CH2:7][CH2:8][C@@H:9]([OH:23])[CH2:10][C@@H:11]([OH:22])[CH2:12][N:13]([O:14][CH2:15][C:16]1[CH:17]=[CH:18][CH:19]=[CH:20][CH:21]=1)[CH:26]=[O:27])(=[O:6])[O:4][CH3:5]. (6) Given the reactants P(Cl)(Cl)([Cl:3])=O.[C:6]1([C:12]2[CH:21]=[CH:20][CH:19]=[C:18]3[C:13]=2[CH:14]=[CH:15][N+:16]([O-])=[CH:17]3)[CH:11]=[CH:10][CH:9]=[CH:8][CH:7]=1, predict the reaction product. The product is: [Cl:3][C:17]1[C:18]2[C:13](=[C:12]([C:6]3[CH:11]=[CH:10][CH:9]=[CH:8][CH:7]=3)[CH:21]=[CH:20][CH:19]=2)[CH:14]=[CH:15][N:16]=1.